This data is from Forward reaction prediction with 1.9M reactions from USPTO patents (1976-2016). The task is: Predict the product of the given reaction. Given the reactants C([N:8]1[CH2:14][CH2:13][CH:12]([CH2:15][OH:16])[N:11](CC2C=CC=CC=2)[CH2:10][CH2:9]1)C1C=CC=CC=1.[H][H], predict the reaction product. The product is: [NH:8]1[CH2:14][CH2:13][CH:12]([CH2:15][OH:16])[NH:11][CH2:10][CH2:9]1.